This data is from Forward reaction prediction with 1.9M reactions from USPTO patents (1976-2016). The task is: Predict the product of the given reaction. Given the reactants Cl[C:2]1[C:3]2[O:10][CH:9]=[CH:8][C:4]=2[N:5]=[CH:6][N:7]=1.Cl.[CH3:12][C@@H:13]1[CH2:18][CH2:17][N:16]([C:19](=[O:23])[CH2:20][C:21]#[N:22])[CH2:15][C@@H:14]1[NH:24][CH3:25].C(=O)(O)[O-].[Na+], predict the reaction product. The product is: [N:5]1[C:4]2[CH:8]=[CH:9][O:10][C:3]=2[C:2]([N:24]([CH3:25])[C@@H:14]2[C@H:13]([CH3:12])[CH2:18][CH2:17][N:16]([C:19](=[O:23])[CH2:20][C:21]#[N:22])[CH2:15]2)=[N:7][CH:6]=1.